Task: Predict the product of the given reaction.. Dataset: Forward reaction prediction with 1.9M reactions from USPTO patents (1976-2016) Given the reactants [CH2:1]([NH:8][C:9]1[N:10]([CH2:18]CC)[N:11]=[C:12](Br)[C:13]=1[N+:14]([O-:16])=[O:15])[C:2]1[CH:7]=[CH:6][CH:5]=[CH:4][CH:3]=1.[C:21]1([OH:27])[CH:26]=[CH:25][CH:24]=[CH:23][CH:22]=1.C(=O)([O-])[O-], predict the reaction product. The product is: [CH2:1]([NH:8][C:9]1[N:10]([CH3:18])[N:11]=[C:12]([O:27][C:21]2[CH:26]=[CH:25][CH:24]=[CH:23][CH:22]=2)[C:13]=1[N+:14]([O-:16])=[O:15])[C:2]1[CH:3]=[CH:4][CH:5]=[CH:6][CH:7]=1.